This data is from Full USPTO retrosynthesis dataset with 1.9M reactions from patents (1976-2016). The task is: Predict the reactants needed to synthesize the given product. (1) The reactants are: [Cl:1][C:2]1[CH:7]=[CH:6][C:5]([C:8]2[N:9]([CH2:14][C@H:15]([OH:20])[C:16]([F:19])([F:18])[F:17])[C:10](=[O:13])[NH:11][N:12]=2)=[CH:4][CH:3]=1.[Br:21][C:22]1[CH:27]=[C:26]([F:28])[CH:25]=[C:24]([CH2:29]Br)[CH:23]=1. Given the product [Br:21][C:22]1[CH:23]=[C:24]([CH:25]=[C:26]([F:28])[CH:27]=1)[CH2:29][N:11]1[C:10](=[O:13])[N:9]([CH2:14][C@H:15]([OH:20])[C:16]([F:18])([F:19])[F:17])[C:8]([C:5]2[CH:6]=[CH:7][C:2]([Cl:1])=[CH:3][CH:4]=2)=[N:12]1, predict the reactants needed to synthesize it. (2) Given the product [Br:1][C:2]1[CH:10]=[CH:9][C:5]([C:6]([N:15]([O:14][CH3:13])[CH3:16])=[O:7])=[C:4]([F:11])[CH:3]=1, predict the reactants needed to synthesize it. The reactants are: [Br:1][C:2]1[CH:10]=[CH:9][C:5]([C:6](O)=[O:7])=[C:4]([F:11])[CH:3]=1.Cl.[CH3:13][O:14][NH:15][CH3:16].CC(C)N=C=NC(C)C. (3) Given the product [Cl:1][C:2]1[C:3]([F:10])=[C:4]([NH:5][C:27]([C:13]2[N:14]([CH3:26])[CH:15]=[C:16]([S:17](=[O:25])(=[O:24])[NH:18][C:19]3([CH3:23])[CH2:20][O:21][CH2:22]3)[C:12]=2[F:11])=[O:28])[CH:6]=[CH:7][C:8]=1[F:9], predict the reactants needed to synthesize it. The reactants are: [Cl:1][C:2]1[C:3]([F:10])=[C:4]([CH:6]=[CH:7][C:8]=1[F:9])[NH2:5].[F:11][C:12]1[C:16]([S:17](=[O:25])(=[O:24])[NH:18][C:19]2([CH3:23])[CH2:22][O:21][CH2:20]2)=[CH:15][N:14]([CH3:26])[C:13]=1[C:27](O)=[O:28].NC1C=CC(F)=C(C=1)C#N.C(NS(C1C(F)=C(C(O)=O)N(C)C=1)(=O)=O)(C)(C)C.